This data is from Catalyst prediction with 721,799 reactions and 888 catalyst types from USPTO. The task is: Predict which catalyst facilitates the given reaction. Reactant: [OH:1][C:2]([C:44]1[S:45][CH:46]=[CH:47][CH:48]=1)([C:39]1[S:40][CH:41]=[CH:42][CH:43]=1)[C:3]([O:5][C@H:6]1[CH2:11][CH2:10][C@H:9]([N:12]([CH3:38])[CH2:13][CH2:14][CH2:15][C:16]2[C:24]3[C:19](=[CH:20][CH:21]=[CH:22][CH:23]=3)[N:18]([CH2:25][CH2:26]OS(C3C=CC(C)=CC=3)(=O)=O)[CH:17]=2)[CH2:8][CH2:7]1)=[O:4].[NH2:49][CH2:50][C@@H:51]([C:60]1[CH:69]=[CH:68][C:67]([OH:70])=[C:66]2[C:61]=1[CH:62]=[CH:63][C:64](=[O:71])[NH:65]2)[O:52][Si:53]([C:56]([CH3:59])([CH3:58])[CH3:57])([CH3:55])[CH3:54].C(=O)(O)[O-].[Na+].O. Product: [OH:1][C:2]([C:39]1[S:40][CH:41]=[CH:42][CH:43]=1)([C:44]1[S:45][CH:46]=[CH:47][CH:48]=1)[C:3]([O:5][C@H:6]1[CH2:11][CH2:10][C@H:9]([N:12]([CH2:13][CH2:14][CH2:15][C:16]2[C:24]3[C:19](=[CH:20][CH:21]=[CH:22][CH:23]=3)[N:18]([CH2:25][CH2:26][NH:49][CH2:50][C@H:51]([O:52][Si:53]([C:56]([CH3:59])([CH3:58])[CH3:57])([CH3:55])[CH3:54])[C:60]3[CH:69]=[CH:68][C:67]([OH:70])=[C:66]4[C:61]=3[CH:62]=[CH:63][C:64](=[O:71])[NH:65]4)[CH:17]=2)[CH3:38])[CH2:8][CH2:7]1)=[O:4]. The catalyst class is: 80.